The task is: Binary Classification. Given a T-cell receptor sequence (or CDR3 region) and an epitope sequence, predict whether binding occurs between them.. This data is from TCR-epitope binding with 47,182 pairs between 192 epitopes and 23,139 TCRs. (1) The epitope is ILHCANFNV. The TCR CDR3 sequence is CASSFGGNIQYF. Result: 1 (the TCR binds to the epitope). (2) The epitope is LLALHRSYL. The TCR CDR3 sequence is CASSLGGTESYEQYF. Result: 0 (the TCR does not bind to the epitope). (3) The epitope is LLWNGPMAV. The TCR CDR3 sequence is CASSRGGTGDQPQHF. Result: 1 (the TCR binds to the epitope). (4) The epitope is TLIGDCATV. The TCR CDR3 sequence is CASSPTEKRGPYEQYF. Result: 1 (the TCR binds to the epitope). (5) Result: 1 (the TCR binds to the epitope). The epitope is GLIYNRMGAVTTEV. The TCR CDR3 sequence is CASSFDWGAEAFF.